This data is from Full USPTO retrosynthesis dataset with 1.9M reactions from patents (1976-2016). The task is: Predict the reactants needed to synthesize the given product. (1) Given the product [NH2:1][C@@:2]([C:6]1[CH:15]=[CH:14][C:13]2[C:8](=[CH:9][CH:10]=[C:11]([O:27][C@H:28]3[CH2:29][CH2:30][C@H:31]([C:34]([CH3:37])([CH3:36])[CH3:35])[CH2:32][CH2:33]3)[C:12]=2[C:16]2[CH:17]=[CH:18][CH:19]=[CH:20][CH:21]=2)[CH:7]=1)([CH3:5])[CH2:3][OH:4], predict the reactants needed to synthesize it. The reactants are: [NH2:1][C@@:2]([C:6]1[CH:15]=[CH:14][C:13]2[C:8](=[CH:9][CH:10]=[C:11]([O:27][C@H:28]3[CH2:33][CH2:32][C@H:31]([C:34]([CH3:37])([CH3:36])[CH3:35])[CH2:30][CH2:29]3)[C:12]=2[C:16]2[CH:21]=[CH:20][C:19](OC(F)(F)F)=[CH:18][CH:17]=2)[CH:7]=1)([CH3:5])[CH2:3][OH:4].C([C@H]1CC[C@H](OC2C(C3C=CC=CC=3)=C3C(=CC=2)C=C([C@]2(C)COC(=O)N2)C=C3)CC1)(C)(C)C. (2) The reactants are: [Cl:1][C:2]1[CH:7]=[C:6]([Cl:8])[CH:5]=[CH:4][C:3]=1[C:9]1[CH:14]=[C:13](F)[CH:12]=[CH:11][C:10]=1[N+:16]([O-:18])=[O:17].[NH2:19][C:20]1[C:25]([N+:26]([O-:28])=[O:27])=[CH:24][CH:23]=[C:22]([NH:29][CH2:30][CH2:31][NH2:32])[N:21]=1.C(N(CC)C(C)C)(C)C. Given the product [Cl:1][C:2]1[CH:7]=[C:6]([Cl:8])[CH:5]=[CH:4][C:3]=1[C:9]1[C:10]([N+:16]([O-:18])=[O:17])=[CH:11][CH:12]=[C:13]([NH:32][CH2:31][CH2:30][NH:29][C:22]2[N:21]=[C:20]([NH2:19])[C:25]([N+:26]([O-:28])=[O:27])=[CH:24][CH:23]=2)[CH:14]=1, predict the reactants needed to synthesize it.